Predict the product of the given reaction. From a dataset of Forward reaction prediction with 1.9M reactions from USPTO patents (1976-2016). Given the reactants [F:1][C:2]1[CH:16]=[CH:15][CH:14]=[C:13]([F:17])[C:3]=1[CH2:4][O:5][C:6]1[C:7]([NH2:12])=[N:8][CH:9]=[CH:10][CH:11]=1.Cl[CH:19]([C:25]([CH3:27])=O)[C:20]([O:22][CH2:23][CH3:24])=[O:21], predict the reaction product. The product is: [F:1][C:2]1[CH:16]=[CH:15][CH:14]=[C:13]([F:17])[C:3]=1[CH2:4][O:5][C:6]1[C:7]2[N:8]([C:19]([C:20]([O:22][CH2:23][CH3:24])=[O:21])=[C:25]([CH3:27])[N:12]=2)[CH:9]=[CH:10][CH:11]=1.